From a dataset of Catalyst prediction with 721,799 reactions and 888 catalyst types from USPTO. Predict which catalyst facilitates the given reaction. (1) Reactant: Br[C:2]1[CH:7]=[CH:6][CH:5]=[C:4]([O:8][C:9]2[CH:14]=[CH:13][CH:12]=[CH:11][CH:10]=2)[N:3]=1.C(OCC)(=O)C.O.[CH3:22][N:23](C)C=O. Product: [O:8]([C:4]1[N:3]=[C:2]([C:22]#[N:23])[CH:7]=[CH:6][CH:5]=1)[C:9]1[CH:14]=[CH:13][CH:12]=[CH:11][CH:10]=1. The catalyst class is: 267. (2) Product: [CH2:1]([O:3][C:4]([C:6]1([NH:11][C:12]([CH:14]2[N:18]([C:31](=[O:34])[N:54]([CH2:47][CH2:48][CH2:49][CH2:50][CH2:51][CH:52]=[CH2:53])[CH2:55][C:56]3[CH:61]=[CH:60][C:59]([O:62][CH3:63])=[CH:58][CH:57]=3)[CH2:17][CH:16]([O:19][C:20](=[O:30])[C:21]3[CH:22]=[CH:23][C:24]([N+:27]([O-:29])=[O:28])=[CH:25][CH:26]=3)[CH2:15]2)=[O:13])[CH2:8][CH:7]1[CH:9]=[CH2:10])=[O:5])[CH3:2]. The catalyst class is: 1. Reactant: [CH2:1]([O:3][C:4]([C:6]1([NH:11][C:12]([CH:14]2[NH:18][CH2:17][CH:16]([O:19][C:20](=[O:30])[C:21]3[CH:26]=[CH:25][C:24]([N+:27]([O-:29])=[O:28])=[CH:23][CH:22]=3)[CH2:15]2)=[O:13])[CH2:8][CH:7]1[CH:9]=[CH2:10])=[O:5])[CH3:2].[C:31]([O-:34])(O)=O.[Na+].C(Cl)(Cl)=O.C1(C)C=CC=CC=1.[CH2:47]([NH:54][CH2:55][C:56]1[CH:61]=[CH:60][C:59]([O:62][CH3:63])=[CH:58][CH:57]=1)[CH2:48][CH2:49][CH2:50][CH:51]=[CH:52][CH3:53].